Dataset: Full USPTO retrosynthesis dataset with 1.9M reactions from patents (1976-2016). Task: Predict the reactants needed to synthesize the given product. (1) The reactants are: [CH3:1][C:2]([CH3:27])([CH3:26])[CH2:3][C:4]([NH:6][C:7]1[C:12](=[O:13])[N:11]2[CH:14]=[CH:15][CH:16]=[C:17]([C:18]([F:21])([F:20])[F:19])[C:10]2=[N:9][C:8]=1[NH:22][CH:23]([CH3:25])[CH3:24])=[O:5]. Given the product [CH3:1][C:2]([CH3:26])([CH3:27])[CH2:3][C:4]([NH:6][C:7]1[C:12](=[O:13])[N:11]2[CH2:14][CH2:15][CH2:16][CH:17]([C:18]([F:20])([F:19])[F:21])[C:10]2=[N:9][C:8]=1[NH:22][CH:23]([CH3:24])[CH3:25])=[O:5], predict the reactants needed to synthesize it. (2) The reactants are: Cl.[Cl:2][C:3]1[CH:8]=[CH:7][C:6]([NH:9][NH2:10])=[CH:5][CH:4]=1.Cl.CN([C:15](=[CH2:18])[C:16]#[N:17])C. Given the product [NH2:17][C:16]1[N:9]([C:6]2[CH:7]=[CH:8][C:3]([Cl:2])=[CH:4][CH:5]=2)[N:10]=[CH:18][CH:15]=1, predict the reactants needed to synthesize it.